This data is from Reaction yield outcomes from USPTO patents with 853,638 reactions. The task is: Predict the reaction yield, written as a fraction of the theoretical maximum amount of product (1.0 means a 100% yield; for example, 0.34 means a 34% yield). (1) The yield is 0.700. The reactants are [H-].[Na+].[NH2:3][C@H:4]([CH2:7][CH3:8])[CH2:5][OH:6].Cl[CH2:10][C:11](OCC)=[O:12].[Cl-].[NH4+]. The catalyst is C1(C)C=CC=CC=1. The product is [CH2:7]([C@H:4]1[NH:3][C:11](=[O:12])[CH2:10][O:6][CH2:5]1)[CH3:8]. (2) The reactants are [N+:1]([C:4]1[CH:12]=[CH:11][C:10]2[NH:9][CH:8]3[CH2:13][CH2:14][NH:15][CH2:16][CH:7]3[C:6]=2[CH:5]=1)([O-:3])=[O:2].C(N(CC)CC)C.[C:24]1(=O)[CH2:28][CH2:27][CH2:26][CH2:25]1.C([BH3-])#N.[Na+]. The catalyst is CO. The product is [CH:24]1([N:15]2[CH2:14][CH2:13][CH:8]3[NH:9][C:10]4[CH:11]=[CH:12][C:4]([N+:1]([O-:3])=[O:2])=[CH:5][C:6]=4[CH:7]3[CH2:16]2)[CH2:28][CH2:27][CH2:26][CH2:25]1. The yield is 0.550. (3) The reactants are [Cl:1][C:2]1[C:10]([F:11])=[CH:9][C:5]([C:6]([OH:8])=[O:7])=[C:4]([NH:12][C:13]2[CH:18]=[CH:17][C:16]([Si:19]([CH3:22])([CH3:21])[CH3:20])=[CH:15][C:14]=2[F:23])[N:3]=1.[C:24](Cl)(=O)C(Cl)=O. The catalyst is ClCCl.CN(C=O)C. The product is [CH3:24][O:7][C:6](=[O:8])[C:5]1[CH:9]=[C:10]([F:11])[C:2]([Cl:1])=[N:3][C:4]=1[NH:12][C:13]1[CH:18]=[CH:17][C:16]([Si:19]([CH3:20])([CH3:22])[CH3:21])=[CH:15][C:14]=1[F:23]. The yield is 0.920. (4) The reactants are OO.O[Li].O.C([C@@H]1COC(=O)N1[C:19](=[O:42])[C@H:20]([C@H:28]1[N:32]([C:33]([O:35][C:36]([CH3:39])([CH3:38])[CH3:37])=[O:34])[C:31]([CH3:41])([CH3:40])[CH2:30][CH2:29]1)[C:21]1[CH:26]=[CH:25][C:24]([Br:27])=[CH:23][CH:22]=1)C1C=CC=CC=1.[O-:43]S([O-])=O.[Na+].[Na+]. The catalyst is C1COCC1.O.C1COCC1. The product is [Br:27][C:24]1[CH:25]=[CH:26][C:21]([C@@H:20]([C@@H:28]2[CH2:29][CH2:30][C:31]([CH3:40])([CH3:41])[N:32]2[C:33]([O:35][C:36]([CH3:38])([CH3:39])[CH3:37])=[O:34])[C:19]([OH:43])=[O:42])=[CH:22][CH:23]=1. The yield is 0.870.